This data is from Full USPTO retrosynthesis dataset with 1.9M reactions from patents (1976-2016). The task is: Predict the reactants needed to synthesize the given product. (1) The reactants are: [Br:1][C:2]1[CH:3]=[CH:4][C:5](F)=[C:6]([C:8](=[O:13])[C:9]([F:12])([F:11])[F:10])[CH:7]=1.[N-:15]=[N+]=[N-].[Na+].Cl[Sn]Cl.O.[O-]S([O-])(=O)=O.[Na+].[Na+]. Given the product [NH2:15][C:5]1[CH:4]=[CH:3][C:2]([Br:1])=[CH:7][C:6]=1[C:8](=[O:13])[C:9]([F:12])([F:11])[F:10], predict the reactants needed to synthesize it. (2) Given the product [Cl:23][C:14]1[C:9]2[N:8]=[CH:7][C:6]3[N:5]([CH2:4][N:3]([O:2][CH3:1])[CH:20]=3)[C:10]=2[N:11]([CH2:17][CH2:18][CH3:19])[CH2:12][C:13]=1[CH3:16], predict the reactants needed to synthesize it. The reactants are: [CH3:1][O:2][N:3]1[CH:20]=[C:6]2[CH:7]=[N:8][C:9]3[C:14](=O)[C:13]([CH3:16])=[CH:12][N:11]([CH2:17][CH2:18][CH3:19])[C:10]=3[N:5]2[CH2:4]1.O=P(Cl)(Cl)[Cl:23]. (3) Given the product [Si:1]([O:8][CH2:9][C@@H:10]1[CH2:14][C@@H:13]([O:15][C:30]2[CH:29]=[C:28]([N+:33]([O-:35])=[O:34])[CH:27]=[C:26]([F:25])[CH:31]=2)[CH2:12][N:11]1[C:16]([O:18][C:19]([CH3:22])([CH3:21])[CH3:20])=[O:17])([C:4]([CH3:7])([CH3:6])[CH3:5])([CH3:3])[CH3:2], predict the reactants needed to synthesize it. The reactants are: [Si:1]([O:8][CH2:9][C@@H:10]1[CH2:14][C@@H:13]([OH:15])[CH2:12][N:11]1[C:16]([O:18][C:19]([CH3:22])([CH3:21])[CH3:20])=[O:17])([C:4]([CH3:7])([CH3:6])[CH3:5])([CH3:3])[CH3:2].[H-].[Na+].[F:25][C:26]1[CH:27]=[C:28]([N+:33]([O-:35])=[O:34])[CH:29]=[C:30](F)[CH:31]=1. (4) Given the product [C:3]([C:7]1[N:11]([CH2:12][CH:13]2[CH2:14][CH2:15][C:16]([F:20])([F:19])[CH2:17][CH2:18]2)[C:10]2[CH:21]=[CH:22][C:23]([C:25]([N:27]3[CH2:32][CH2:31][CH:30]([O:33][CH2:37][C:36]([CH3:38])=[CH2:35])[CH2:29][CH2:28]3)=[O:26])=[CH:24][C:9]=2[N:8]=1)([CH3:6])([CH3:4])[CH3:5], predict the reactants needed to synthesize it. The reactants are: [H-].[Na+].[C:3]([C:7]1[N:11]([CH2:12][CH:13]2[CH2:18][CH2:17][C:16]([F:20])([F:19])[CH2:15][CH2:14]2)[C:10]2[CH:21]=[CH:22][C:23]([C:25]([N:27]3[CH2:32][CH2:31][CH:30]([OH:33])[CH2:29][CH2:28]3)=[O:26])=[CH:24][C:9]=2[N:8]=1)([CH3:6])([CH3:5])[CH3:4].Br[CH2:35][C:36]([CH3:38])=[CH2:37]. (5) Given the product [ClH:17].[Cl:19][CH2:2][CH2:3][N:4]([CH2:12][CH2:13][Cl:17])[CH2:5][C:6]1[CH:11]=[CH:10][CH:9]=[CH:8][CH:7]=1, predict the reactants needed to synthesize it. The reactants are: O[CH2:2][CH2:3][N:4]([CH2:12][CH2:13]O)[CH2:5][C:6]1[CH:11]=[CH:10][CH:9]=[CH:8][CH:7]=1.S(Cl)([Cl:17])=O.[ClH:19]. (6) Given the product [NH4+:7].[OH-:16].[NH2:24][CH:25]1[CH2:30][CH2:29][N:28]([C:2]2[N:7]3[CH:8]=[C:9]([CH2:11][N:12]([CH3:23])[C@@H:13]4[C:18]5=[N:19][CH:20]=[CH:21][CH:22]=[C:17]5[O:16][CH2:15][CH2:14]4)[N:10]=[C:6]3[CH:5]=[CH:4][CH:3]=2)[CH2:27][CH2:26]1, predict the reactants needed to synthesize it. The reactants are: F[C:2]1[N:7]2[CH:8]=[C:9]([CH2:11][N:12]([CH3:23])[C@@H:13]3[C:18]4=[N:19][CH:20]=[CH:21][CH:22]=[C:17]4[O:16][CH2:15][CH2:14]3)[N:10]=[C:6]2[CH:5]=[CH:4][CH:3]=1.[NH2:24][CH:25]1[CH2:30][CH2:29][NH:28][CH2:27][CH2:26]1.